From a dataset of Catalyst prediction with 721,799 reactions and 888 catalyst types from USPTO. Predict which catalyst facilitates the given reaction. (1) Product: [F:1][C:2]1[CH:10]=[CH:9][C:5]([C:6]([NH:13][C:12]([N:37]2[C:38]3[C:33](=[C:32]([O:31][CH2:30][CH2:29][CH2:28][CH2:27][CH2:26][O:25][C:15]4[C:24]5[C:19](=[CH:20][CH:21]=[CH:22][CH:23]=5)[CH:18]=[CH:17][CH:16]=4)[CH:41]=[CH:40][CH:39]=3)[CH2:34][CH2:35][CH2:36]2)=[S:11])=[O:7])=[CH:4][CH:3]=1. The catalyst class is: 21. Reactant: [F:1][C:2]1[CH:10]=[CH:9][C:5]([C:6](Cl)=[O:7])=[CH:4][CH:3]=1.[S-:11][C:12]#[N:13].[NH4+].[C:15]1([O:25][CH2:26][CH2:27][CH2:28][CH2:29][CH2:30][O:31][C:32]2[CH:41]=[CH:40][CH:39]=[C:38]3[C:33]=2[CH2:34][CH2:35][CH2:36][NH:37]3)[C:24]2[C:19](=[CH:20][CH:21]=[CH:22][CH:23]=2)[CH:18]=[CH:17][CH:16]=1. (2) Reactant: [Br:1][CH2:2][CH2:3][CH2:4]Br.[Cl:6][C:7]1[CH:8]=[CH:9][CH:10]=[C:11]2[C:15]=1[NH:14][CH:13]=[CH:12]2.[OH-].[K+].O. Product: [Br:1][CH2:2][CH2:3][CH2:4][N:14]1[C:15]2[C:11](=[CH:10][CH:9]=[CH:8][C:7]=2[Cl:6])[CH:12]=[CH:13]1. The catalyst class is: 3. (3) Reactant: [NH2:1][C:2]1[CH:3]=[C:4]([S:8][C:9]2[CH:10]=[CH:11][C:12]3[N:13]([CH:15]=[C:16]([NH:18][C:19]([CH:21]4[CH2:23][CH2:22]4)=[O:20])[N:17]=3)[N:14]=2)[CH:5]=[CH:6][CH:7]=1.[CH3:24][N:25]1[C:29]([C:30](Cl)=[O:31])=[CH:28][C:27]([CH3:33])=[N:26]1. Product: [CH:21]1([C:19]([NH:18][C:16]2[N:17]=[C:12]3[CH:11]=[CH:10][C:9]([S:8][C:4]4[CH:3]=[C:2]([NH:1][C:30]([C:29]5[N:25]([CH3:24])[N:26]=[C:27]([CH3:33])[CH:28]=5)=[O:31])[CH:7]=[CH:6][CH:5]=4)=[N:14][N:13]3[CH:15]=2)=[O:20])[CH2:22][CH2:23]1. The catalyst class is: 264.